Predict the product of the given reaction. From a dataset of Forward reaction prediction with 1.9M reactions from USPTO patents (1976-2016). Given the reactants [CH3:1][N:2]([C@@H:10]([CH3:26])[C:11](=[O:25])[NH:12][C@H:13]1[CH2:19][O:18][C:17]2[CH:20]=[CH:21][CH:22]=[CH:23][C:16]=2[NH:15][C:14]1=[O:24])[C:3](=[O:9])[O:4][C:5]([CH3:8])([CH3:7])[CH3:6].[Br:27][C:28]1[CH:29]=[C:30]2[C:35](=[CH:36][CH:37]=1)[C:34]([CH2:38]Cl)=[C:33]([O:40][CH3:41])[CH:32]=[CH:31]2.C([O-])([O-])=O.[Cs+].[Cs+].[Na+].[I-], predict the reaction product. The product is: [Br:27][C:28]1[CH:29]=[C:30]2[C:35](=[CH:36][CH:37]=1)[C:34]([CH2:38][N:15]1[C:14](=[O:24])[C@@H:13]([NH:12][C:11](=[O:25])[C@@H:10]([N:2]([CH3:1])[C:3](=[O:9])[O:4][C:5]([CH3:8])([CH3:6])[CH3:7])[CH3:26])[CH2:19][O:18][C:17]3[CH:20]=[CH:21][CH:22]=[CH:23][C:16]1=3)=[C:33]([O:40][CH3:41])[CH:32]=[CH:31]2.